This data is from Catalyst prediction with 721,799 reactions and 888 catalyst types from USPTO. The task is: Predict which catalyst facilitates the given reaction. (1) Reactant: [NH:1]1[C:5]2=[N:6][CH:7]=[C:8]([C:10]([OH:12])=[O:11])[CH:9]=[C:4]2[CH:3]=[CH:2]1.[Cl:13]N1C(=O)CCC1=O. Product: [Cl:13][C:3]1[C:4]2[C:5](=[N:6][CH:7]=[C:8]([C:10]([OH:12])=[O:11])[CH:9]=2)[NH:1][CH:2]=1. The catalyst class is: 35. (2) Reactant: [Cl:1][C:2]1[CH:3]=[CH:4][C:5]([O:15][CH2:16][CH:17]([CH3:19])[CH3:18])=[C:6]([C:8](=O)[CH2:9][CH2:10][C:11](=O)[CH3:12])[CH:7]=1.[CH2:20]([O:22][C:23](=[O:32])[C:24]1[C:29]([CH3:30])=[CH:28][CH:27]=[C:26]([NH2:31])[CH:25]=1)[CH3:21].CC1C=CC(S(O)(=O)=O)=CC=1.Cl. Product: [CH2:20]([O:22][C:23](=[O:32])[C:24]1[C:29]([CH3:30])=[CH:28][CH:27]=[C:26]([N:31]2[C:11]([CH3:12])=[CH:10][CH:9]=[C:8]2[C:6]2[CH:7]=[C:2]([Cl:1])[CH:3]=[CH:4][C:5]=2[O:15][CH2:16][CH:17]([CH3:19])[CH3:18])[CH:25]=1)[CH3:21]. The catalyst class is: 291.